Dataset: Peptide-MHC class I binding affinity with 185,985 pairs from IEDB/IMGT. Task: Regression. Given a peptide amino acid sequence and an MHC pseudo amino acid sequence, predict their binding affinity value. This is MHC class I binding data. (1) The peptide sequence is FHEFLSSKL. The MHC is HLA-A11:01 with pseudo-sequence HLA-A11:01. The binding affinity (normalized) is 0.0847. (2) The peptide sequence is VLWAHGFEL. The MHC is BoLA-T2C with pseudo-sequence BoLA-T2C. The binding affinity (normalized) is 0.851.